The task is: Predict the reaction yield, written as a fraction of the theoretical maximum amount of product (1.0 means a 100% yield; for example, 0.34 means a 34% yield).. This data is from Reaction yield outcomes from USPTO patents with 853,638 reactions. (1) The reactants are [F:1][CH:2]([CH3:11])[C:3](=O)[CH2:4][C:5]([O:7]CC)=O.Cl.[C:13](=[NH:18])([NH2:17])[CH2:14][CH2:15][CH3:16].C[O-].[Na+]. The catalyst is CO.C(OCC)(=O)C. The product is [F:1][CH:2]([C:3]1[N:17]=[C:13]([CH2:14][CH2:15][CH3:16])[NH:18][C:5](=[O:7])[CH:4]=1)[CH3:11]. The yield is 1.00. (2) The reactants are Cl.[Cl:2][C:3]1[CH:4]=[C:5]([CH:18]=[CH:19][C:20]=1[F:21])[NH:6][C:7]1[C:16]2[C:11](=[CH:12][CH:13]=[CH:14][C:15]=2F)[N:10]=[CH:9][N:8]=1.[OH:22][CH:23]1[CH2:28][CH2:27][N:26]([CH3:29])[CH2:25][CH2:24]1. No catalyst specified. The product is [Cl:2][C:3]1[CH:4]=[C:5]([CH:18]=[CH:19][C:20]=1[F:21])[NH:6][C:7]1[C:16]2[C:11](=[CH:12][CH:13]=[CH:14][C:15]=2[O:22][CH:23]2[CH2:28][CH2:27][N:26]([CH3:29])[CH2:25][CH2:24]2)[N:10]=[CH:9][N:8]=1. The yield is 0.210. (3) The reactants are F[P-](F)(F)(F)(F)F.N1(OC(N(C)C)=[N+](C)C)C2N=CC=CC=2N=N1.[O:25]1[CH2:30][CH2:29][CH2:28][CH2:27][CH:26]1[O:31][CH2:32][CH2:33][C:34]([OH:36])=O.C(N(C(C)C)C(C)C)C.[C:46]([C:50]1[O:54][C:53]([C:55]2[C:56]([NH2:74])=[N:57][CH:58]=[C:59]([C:61]3[N:65]([CH2:66][CH3:67])[N:64]=[C:63]([CH:68]4[CH2:73][CH2:72][NH:71][CH2:70][CH2:69]4)[N:62]=3)[N:60]=2)=[N:52][N:51]=1)([CH3:49])([CH3:48])[CH3:47]. The catalyst is C(#N)C. The product is [NH2:74][C:56]1[N:57]=[CH:58][C:59]([C:61]2[N:65]([CH2:66][CH3:67])[N:64]=[C:63]([CH:68]3[CH2:69][CH2:70][N:71]([C:34](=[O:36])[CH2:33][CH2:32][O:31][CH:26]4[CH2:27][CH2:28][CH2:29][CH2:30][O:25]4)[CH2:72][CH2:73]3)[N:62]=2)=[N:60][C:55]=1[C:53]1[O:54][C:50]([C:46]([CH3:47])([CH3:48])[CH3:49])=[N:51][N:52]=1. The yield is 0.910. (4) The reactants are [S:1]1[CH2:6][CH:5]=[C:4](OS(C(F)(F)F)(=O)=O)[CH2:3][CH2:2]1.[B:15]1([B:15]2[O:20][CH2:19][C:18]([CH3:22])([CH3:21])[CH2:17][O:16]2)[O:20][CH2:19][C:18]([CH3:22])([CH3:21])[CH2:17][O:16]1.CC([O-])=O.[K+].CCOC(C)=O. The catalyst is O1CCOCC1.C1C=CC(P(C2C=CC=CC=2)[C-]2C=CC=C2)=CC=1.C1C=CC(P(C2C=CC=CC=2)[C-]2C=CC=C2)=CC=1.Cl[Pd]Cl.[Fe+2]. The product is [S:1]1[CH2:6][CH:5]=[C:4]([B:15]2[O:20][CH2:19][C:18]([CH3:22])([CH3:21])[CH2:17][O:16]2)[CH2:3][CH2:2]1. The yield is 0.820. (5) The reactants are Cl.C(O[C:5]([C:7]1[CH:8]=[C:9]2[C:13](=[CH:14][CH:15]=1)[NH:12][N:11]=[C:10]2[C:16]1[CH:21]=[CH:20][C:19]([F:22])=[CH:18][CH:17]=1)=[NH:6])C.[NH2:23][NH:24][C:25](=O)[CH2:26][N:27]([CH3:29])[CH3:28].C(N(CC)CC)C. The catalyst is C(O)C. The product is [F:22][C:19]1[CH:20]=[CH:21][C:16]([C:10]2[C:9]3[C:13](=[CH:14][CH:15]=[C:7]([C:5]4[NH:6][C:25]([CH2:26][N:27]([CH3:29])[CH3:28])=[N:24][N:23]=4)[CH:8]=3)[NH:12][N:11]=2)=[CH:17][CH:18]=1. The yield is 0.230. (6) The reactants are C([O:8][C:9]1[CH:18]=[C:17]2[C:12]([C:13]([O:19][C:20]3[CH:25]=[CH:24][C:23]([NH:26][C:27]([NH:29][C:30]4[CH:35]=[CH:34][CH:33]=[C:32]([S:36]([CH3:39])(=[O:38])=[O:37])[CH:31]=4)=[O:28])=[CH:22][CH:21]=3)=[CH:14][CH:15]=[N:16]2)=[CH:11][C:10]=1[C:40]#[N:41])C1C=CC=CC=1.C1(SC)C=CC=CC=1. The catalyst is FC(F)(F)C(O)=O.C(OCC)(=O)C. The product is [C:40]([C:10]1[CH:11]=[C:12]2[C:17](=[CH:18][C:9]=1[OH:8])[N:16]=[CH:15][CH:14]=[C:13]2[O:19][C:20]1[CH:25]=[CH:24][C:23]([NH:26][C:27]([NH:29][C:30]2[CH:35]=[CH:34][CH:33]=[C:32]([S:36]([CH3:39])(=[O:38])=[O:37])[CH:31]=2)=[O:28])=[CH:22][CH:21]=1)#[N:41]. The yield is 0.727. (7) The reactants are [CH2:1]([CH:3]([N:6]1[CH2:11][CH2:10][NH:9][CH2:8][CH2:7]1)[CH2:4][CH3:5])[CH3:2].[Cl:12][C:13]([O:15][C:16]1[CH:21]=[CH:20][C:19]([C:22]([O:24][CH3:25])=[O:23])=[CH:18][CH:17]=1)=[O:14]. The catalyst is C(Cl)Cl. The product is [ClH:12].[CH3:25][O:24][C:22]([C:19]1[CH:20]=[CH:21][C:16]([O:15][C:13]([N:9]2[CH2:10][CH2:11][N:6]([CH:3]([CH2:4][CH3:5])[CH2:1][CH3:2])[CH2:7][CH2:8]2)=[O:14])=[CH:17][CH:18]=1)=[O:23]. The yield is 0.900. (8) The product is [Si:1]([O:8][C@@H:9]([C:25]1[CH:30]=[CH:29][CH:28]=[CH:27][C:26]=1[C:31]1[CH:36]=[CH:35][C:34]([Cl:37])=[CH:33][CH:32]=1)[CH:10]1[CH2:15][CH2:14][N:13]([C:16]2[CH:24]=[CH:23][C:19]([C:20]([NH:84][S:81]([C:78]3[CH:79]=[CH:80][C:75]([NH:74][C@H:65]([CH2:64][CH2:63][N:61]4[CH2:60][CH2:59][O:58][C@@H:57]([CH2:56][O:55][Si:38]([C:51]([CH3:52])([CH3:53])[CH3:54])([C:45]5[CH:46]=[CH:47][CH:48]=[CH:49][CH:50]=5)[C:39]5[CH:44]=[CH:43][CH:42]=[CH:41][CH:40]=5)[CH2:62]4)[CH2:66][S:67][C:68]4[CH:73]=[CH:72][CH:71]=[CH:70][CH:69]=4)=[C:76]([S:85]([C:88]([F:89])([F:90])[F:91])(=[O:86])=[O:87])[CH:77]=3)(=[O:83])=[O:82])=[O:21])=[CH:18][CH:17]=2)[CH2:12][CH2:11]1)([C:4]([CH3:7])([CH3:6])[CH3:5])([CH3:3])[CH3:2]. The yield is 0.660. The reactants are [Si:1]([O:8][C@@H:9]([C:25]1[CH:30]=[CH:29][CH:28]=[CH:27][C:26]=1[C:31]1[CH:36]=[CH:35][C:34]([Cl:37])=[CH:33][CH:32]=1)[CH:10]1[CH2:15][CH2:14][N:13]([C:16]2[CH:24]=[CH:23][C:19]([C:20](O)=[O:21])=[CH:18][CH:17]=2)[CH2:12][CH2:11]1)([C:4]([CH3:7])([CH3:6])[CH3:5])([CH3:3])[CH3:2].[Si:38]([O:55][CH2:56][C@H:57]1[CH2:62][N:61]([CH2:63][CH2:64][C@@H:65]([NH:74][C:75]2[CH:80]=[CH:79][C:78]([S:81]([NH2:84])(=[O:83])=[O:82])=[CH:77][C:76]=2[S:85]([C:88]([F:91])([F:90])[F:89])(=[O:87])=[O:86])[CH2:66][S:67][C:68]2[CH:73]=[CH:72][CH:71]=[CH:70][CH:69]=2)[CH2:60][CH2:59][O:58]1)([C:51]([CH3:54])([CH3:53])[CH3:52])([C:45]1[CH:50]=[CH:49][CH:48]=[CH:47][CH:46]=1)[C:39]1[CH:44]=[CH:43][CH:42]=[CH:41][CH:40]=1. No catalyst specified.